This data is from Peptide-MHC class II binding affinity with 134,281 pairs from IEDB. The task is: Regression. Given a peptide amino acid sequence and an MHC pseudo amino acid sequence, predict their binding affinity value. This is MHC class II binding data. The peptide sequence is QTSRLLMRRMRRPTG. The MHC is DRB1_0301 with pseudo-sequence DRB1_0301. The binding affinity (normalized) is 0.602.